Task: Predict the reactants needed to synthesize the given product.. Dataset: Full USPTO retrosynthesis dataset with 1.9M reactions from patents (1976-2016) (1) Given the product [Cl:11][C:10]1[CH:9]=[C:8]2[C:4]([C:5]([CH:12]=[O:13])=[CH:6][NH:7]2)=[CH:3][C:2]=1[C:21]1[CH:26]=[CH:25][C:24]([C:27]2([OH:31])[CH2:30][CH2:29][CH2:28]2)=[CH:23][CH:22]=1, predict the reactants needed to synthesize it. The reactants are: Br[C:2]1[CH:3]=[C:4]2[C:8](=[CH:9][C:10]=1[Cl:11])[NH:7][CH:6]=[C:5]2[CH:12]=[O:13].CC1(C)COB([C:21]2[CH:26]=[CH:25][C:24]([C:27]3([OH:31])[CH2:30][CH2:29][CH2:28]3)=[CH:23][CH:22]=2)OC1.C(=O)([O-])[O-].[K+].[K+].[NH4+].[Cl-]. (2) The reactants are: [NH2:1][C:2]1[CH:3]=[C:4]([CH:9]=[CH:10][CH:11]=1)[C:5]([O:7][CH3:8])=[O:6].[OH-].[Na+].[Cl:14][C:15]1[N:20]=[C:19](Cl)[N:18]=[C:17]([NH2:22])[N:16]=1. Given the product [NH2:22][C:17]1[N:16]=[C:15]([Cl:14])[N:20]=[C:19]([NH:1][C:2]2[CH:3]=[C:4]([CH:9]=[CH:10][CH:11]=2)[C:5]([O:7][CH3:8])=[O:6])[N:18]=1, predict the reactants needed to synthesize it. (3) Given the product [C:18]1([C:28]2[CH:33]=[CH:32][CH:31]=[CH:30][CH:29]=2)[CH:23]=[CH:22][C:21]([S:24]([NH:1][C:2]2[C:3]([C:7]([NH:9][CH3:10])=[O:8])=[N:4][NH:5][CH:6]=2)(=[O:26])=[O:25])=[CH:20][CH:19]=1, predict the reactants needed to synthesize it. The reactants are: [NH2:1][C:2]1[C:3]([C:7]([NH:9][CH3:10])=[O:8])=[N:4][NH:5][CH:6]=1.C(N(CC)CC)C.[C:18]1([C:28]2[CH:33]=[CH:32][CH:31]=[CH:30][CH:29]=2)[CH:23]=[CH:22][C:21]([S:24](Cl)(=[O:26])=[O:25])=[CH:20][CH:19]=1.C(=O)([O-])O.[Na+]. (4) Given the product [CH3:16][O:6][C:5](=[O:7])[C:4]1[CH:8]=[CH:9][C:10]([I:11])=[C:2]([OH:1])[CH:3]=1, predict the reactants needed to synthesize it. The reactants are: [OH:1][C:2]1[CH:3]=[C:4]([CH:8]=[CH:9][C:10]=1[I:11])[C:5]([OH:7])=[O:6].S(Cl)(Cl)=O.[CH3:16]O. (5) Given the product [Br:42][C:43]1[CH:49]=[CH:48][C:46]([NH:47][C:27]2[C:36]3[C:31](=[CH:32][C:33]([O:40][CH3:41])=[C:34]([NH2:37])[CH:35]=3)[N:30]=[CH:29][N:28]=2)=[C:45]([F:50])[C:44]=1[Cl:51], predict the reactants needed to synthesize it. The reactants are: ClC1C=C(NC2C3C(=CC(OCCOC)=C(N)C=3)N=CN=2)C=CC=1F.Cl[C:27]1[C:36]2[C:31](=[CH:32][C:33]([O:40][CH3:41])=[C:34]([N+:37]([O-])=O)[CH:35]=2)[N:30]=[CH:29][N:28]=1.[Br:42][C:43]1[CH:49]=[CH:48][C:46]([NH2:47])=[C:45]([F:50])[C:44]=1[Cl:51].